Dataset: Reaction yield outcomes from USPTO patents with 853,638 reactions. Task: Predict the reaction yield, written as a fraction of the theoretical maximum amount of product (1.0 means a 100% yield; for example, 0.34 means a 34% yield). (1) The reactants are [CH3:1][NH:2][CH3:3].[CH3:4][C:5]1[C:19]([C:20]2[C:21](=[O:36])[NH:22][C:23](=[O:35])[C:24]=2[C:25]2[C:33]3[C:28](=[C:29]([CH3:34])[CH:30]=[CH:31][CH:32]=3)[NH:27][CH:26]=2)=[C:8]2[CH:9]=[C:10]([CH2:13]OS(C)(=O)=O)[CH:11]=[CH:12][N:7]2[N:6]=1. No catalyst specified. The product is [CH3:1][N:2]([CH2:13][C:10]1[CH:11]=[CH:12][N:7]2[N:6]=[C:5]([CH3:4])[C:19]([C:20]3[C:21](=[O:36])[NH:22][C:23](=[O:35])[C:24]=3[C:25]3[C:33]4[C:28](=[C:29]([CH3:34])[CH:30]=[CH:31][CH:32]=4)[NH:27][CH:26]=3)=[C:8]2[CH:9]=1)[CH3:3]. The yield is 0.620. (2) The reactants are Cl[C:2]1[N:7]=[C:6]([NH:8][C:9]2[CH:14]=[CH:13][CH:12]=[CH:11][C:10]=2[S:15]([CH:18]([CH3:20])[CH3:19])(=[O:17])=[O:16])[C:5]([Cl:21])=[CH:4][N:3]=1.[CH3:22][P:23]([C:26]1[CH:32]=[CH:31][C:29]([NH2:30])=[C:28]([F:33])[CH:27]=1)([CH3:25])=[O:24].Cl.[OH-].[Na+]. The catalyst is COCCO.C(O)C. The product is [Cl:21][C:5]1[C:6]([NH:8][C:9]2[CH:14]=[CH:13][CH:12]=[CH:11][C:10]=2[S:15]([CH:18]([CH3:20])[CH3:19])(=[O:17])=[O:16])=[N:7][C:2]([NH:30][C:29]2[CH:31]=[CH:32][C:26]([P:23]([CH3:22])([CH3:25])=[O:24])=[CH:27][C:28]=2[F:33])=[N:3][CH:4]=1. The yield is 0.220. (3) The reactants are [NH2:1][C:2]1[CH:7]=[CH:6][CH:5]=[C:4](Br)[N:3]=1.C([O-])([O-])=O.[Na+].[Na+]. The catalyst is C(#N)C.C1C=CC([P]([Pd]([P](C2C=CC=CC=2)(C2C=CC=CC=2)C2C=CC=CC=2)([P](C2C=CC=CC=2)(C2C=CC=CC=2)C2C=CC=CC=2)[P](C2C=CC=CC=2)(C2C=CC=CC=2)C2C=CC=CC=2)(C2C=CC=CC=2)C2C=CC=CC=2)=CC=1. The product is [N:3]1[C:2]([NH2:1])=[CH:7][CH:6]=[CH:5][C:4]=1[C:7]1[CH:2]=[N:3][CH:4]=[CH:5][CH:6]=1. The yield is 0.770. (4) The reactants are Br[C:2]1[CH:15]=[CH:14][C:5]([O:6][C:7]2[CH:12]=[CH:11][CH:10]=[C:9]([F:13])[N:8]=2)=[C:4]([O:16][CH3:17])[CH:3]=1.[Br-].[CH2:19]([Zn+])[CH:20]([CH3:22])[CH3:21]. The catalyst is C1C=CC([P]([Pd]([P](C2C=CC=CC=2)(C2C=CC=CC=2)C2C=CC=CC=2)([P](C2C=CC=CC=2)(C2C=CC=CC=2)C2C=CC=CC=2)[P](C2C=CC=CC=2)(C2C=CC=CC=2)C2C=CC=CC=2)(C2C=CC=CC=2)C2C=CC=CC=2)=CC=1. The product is [F:13][C:9]1[CH:10]=[CH:11][CH:12]=[C:7]([O:6][C:5]2[CH:14]=[CH:15][C:2]([CH2:19][CH:20]([CH3:22])[CH3:21])=[CH:3][C:4]=2[O:16][CH3:17])[N:8]=1. The yield is 0.200. (5) The reactants are [CH:1]1([C:4]2[C:5]([NH:21][C@@H:22]3[C:30]4[C:25](=[CH:26][CH:27]=[CH:28][CH:29]=4)[CH2:24][C@H:23]3[NH2:31])=[N:6][C:7]([CH:18]3[CH2:20][CH2:19]3)=[C:8]([C:10]3[CH:15]=[CH:14][C:13]([Cl:16])=[CH:12][C:11]=3[Cl:17])[N:9]=2)[CH2:3][CH2:2]1.[CH:32](=O)[CH3:33].[BH3-]C#N.[Na+]. The catalyst is CO.CC(O)=O.CCOC(C)=O. The product is [CH:1]1([C:4]2[C:5]([NH:21][C@@H:22]3[C:30]4[C:25](=[CH:26][CH:27]=[CH:28][CH:29]=4)[CH2:24][C@H:23]3[NH:31][CH2:32][CH3:33])=[N:6][C:7]([CH:18]3[CH2:19][CH2:20]3)=[C:8]([C:10]3[CH:15]=[CH:14][C:13]([Cl:16])=[CH:12][C:11]=3[Cl:17])[N:9]=2)[CH2:2][CH2:3]1. The yield is 0.440. (6) The product is [C:42]([C@@:10]1([OH:9])[C@H:14]([OH:15])[C@@H:13]([CH2:24][OH:25])[O:12][C@H:11]1[N:34]1[CH:39]=[CH:38][C:37](=[O:40])[NH:36][C:35]1=[O:41])#[CH:43]. The catalyst is CO. The yield is 0.770. The reactants are C([O:9][C@:10]1([C:42]#[CH:43])[C@H:14]([O:15]C(=O)C2C=CC=CC=2)[C@@H:13]([CH2:24][O:25]C(=O)C2C=CC=CC=2)[O:12][C@H:11]1[N:34]1[CH:39]=[CH:38][C:37](=[O:40])[NH:36][C:35]1=[O:41])(=O)C1C=CC=CC=1.C[O-].[Na+].C(O)=O. (7) The reactants are [OH:1][C:2]([CH3:11])([CH3:10])[CH2:3][N:4]1[CH2:9][CH2:8][O:7][CH2:6][CH2:5]1.[CH2:12]([O:19][C:20]([NH:22][C@H:23]([C:28](O)=[O:29])[CH2:24][CH2:25][S:26][CH3:27])=[O:21])[C:13]1[CH:18]=[CH:17][CH:16]=[CH:15][CH:14]=1.F[P-](F)(F)(F)(F)F.Br[P+](N1CCCC1)(N1CCCC1)N1CCCC1. The catalyst is CN(C1C=CN=CC=1)C.ClCCl. The product is [CH2:12]([O:19][C:20]([NH:22][C@@H:23]([CH2:24][CH2:25][S:26][CH3:27])[C:28]([O:1][C:2]([CH2:3][N:4]1[CH2:5][CH2:6][O:7][CH2:8][CH2:9]1)([CH3:11])[CH3:10])=[O:29])=[O:21])[C:13]1[CH:14]=[CH:15][CH:16]=[CH:17][CH:18]=1. The yield is 0.400.